Dataset: Forward reaction prediction with 1.9M reactions from USPTO patents (1976-2016). Task: Predict the product of the given reaction. Given the reactants [B-](F)(F)(F)F.CCN([S+](F)F)CC.[CH:14]([CH:16]1[CH2:21][CH2:20][N:19]([C:22]([O:24][CH2:25][C:26]2[CH:31]=[CH:30][CH:29]=[CH:28][CH:27]=2)=[O:23])[CH2:18][CH2:17]1)=O.[FH:32].[FH:33].F.C(N(CC)CC)C, predict the reaction product. The product is: [F:32][CH:14]([F:33])[CH:16]1[CH2:21][CH2:20][N:19]([C:22]([O:24][CH2:25][C:26]2[CH:31]=[CH:30][CH:29]=[CH:28][CH:27]=2)=[O:23])[CH2:18][CH2:17]1.